Dataset: Forward reaction prediction with 1.9M reactions from USPTO patents (1976-2016). Task: Predict the product of the given reaction. (1) Given the reactants [C:1]([S:14]([N:17]([CH2:21][CH2:22][CH2:23][C:24]([O:26]C)=[O:25])[CH2:18][CH2:19][CH3:20])(=[O:16])=[O:15])([C:4]([C:7]([C:10]([F:13])([F:12])[F:11])([F:9])[F:8])([F:6])[F:5])([F:3])[F:2].[OH-].[K+:29].C(O)(C)C, predict the reaction product. The product is: [C:1]([S:14]([N:17]([CH2:21][CH2:22][CH2:23][C:24]([O:26][K:29])=[O:25])[CH2:18][CH2:19][CH3:20])(=[O:16])=[O:15])([C:4]([C:7]([C:10]([F:13])([F:12])[F:11])([F:9])[F:8])([F:6])[F:5])([F:3])[F:2]. (2) The product is: [C:24]([O:23][C:22](=[O:29])[NH:11][CH2:2][CH2:3][C:4]([CH:6]1[CH2:10][CH2:9][CH2:8][CH2:7]1)=[O:5])([CH3:27])([CH3:26])[CH3:25]. Given the reactants Cl[CH2:2][CH2:3][C:4]([CH:6]1[CH2:10][CH2:9][CH2:8][CH2:7]1)=[O:5].[N-:11]=[N+]=[N-].[Na+].S([O-])([O-])(=O)=O.[Na+].[Na+].[C:22]([O:29]C(OC(C)(C)C)=O)(=O)[O:23][C:24]([CH3:27])([CH3:26])[CH3:25], predict the reaction product. (3) Given the reactants [N:1]1[CH:6]=[C:5]([CH2:7][NH2:8])[CH:4]=[N:3][CH:2]=1.C[Al](C)C.[Cl:13][C:14]1[CH:15]=[C:16]([CH:21]([C:36]([F:39])([F:38])[F:37])/[CH:22]=[CH:23]/[C:24]2[CH:34]=[CH:33][C:27]([C:28](OCC)=[O:29])=[C:26]([CH3:35])[CH:25]=2)[CH:17]=[C:18]([Cl:20])[CH:19]=1, predict the reaction product. The product is: [Cl:13][C:14]1[CH:15]=[C:16]([CH:21]([C:36]([F:39])([F:37])[F:38])/[CH:22]=[CH:23]/[C:24]2[CH:34]=[CH:33][C:27]([C:28]([NH:8][CH2:7][C:5]3[CH:6]=[N:1][CH:2]=[N:3][CH:4]=3)=[O:29])=[C:26]([CH3:35])[CH:25]=2)[CH:17]=[C:18]([Cl:20])[CH:19]=1. (4) Given the reactants [OH:1][CH:2]1[CH2:7][CH2:6][NH:5][CH2:4][CH2:3]1.Cl[C:9]1[S:10][C:11]([C:20]2[CH:25]=[CH:24][N:23]=[C:22]([F:26])[CH:21]=2)=[C:12]([C:14]2[CH:19]=[CH:18][N:17]=[CH:16][CH:15]=2)[N:13]=1.C(=O)(O)[O-].[Na+], predict the reaction product. The product is: [F:26][C:22]1[CH:21]=[C:20]([C:11]2[S:10][C:9]([N:5]3[CH2:6][CH2:7][CH:2]([OH:1])[CH2:3][CH2:4]3)=[N:13][C:12]=2[C:14]2[CH:19]=[CH:18][N:17]=[CH:16][CH:15]=2)[CH:25]=[CH:24][N:23]=1. (5) Given the reactants NC1C=CC([C:8]2[C:13]([S:14]([NH2:17])(=[O:16])=[O:15])=[CH:12][CH:11]=[C:10]([NH2:18])[CH:9]=2)=CC=1.[F:19][C:20]([F:31])([F:30])[C:21]1[CH:26]=[CH:25][C:24]([N:27]=[C:28]=[O:29])=[CH:23][CH:22]=1.[K+].[Br-].NC(N)=O, predict the reaction product. The product is: [F:19][C:20]([F:30])([F:31])[C:21]1[CH:22]=[CH:23][C:24]([NH:27][C:28]([NH:18][C:10]2[CH:9]=[CH:8][C:13]([S:14]([NH2:17])(=[O:15])=[O:16])=[CH:12][CH:11]=2)=[O:29])=[CH:25][CH:26]=1. (6) Given the reactants [CH:1]1([C:4]2[C:5]([O:14][CH2:15][CH:16]3[CH2:21][CH2:20][N:19]([CH2:22][C:23]4[CH:28]=[C:27]([Cl:29])[CH:26]=[C:25]([Cl:30])[C:24]=4[C:31]#[N:32])[CH2:18][CH2:17]3)=[CH:6][C:7]([F:13])=[C:8]([CH:12]=2)[C:9](O)=[O:10])[CH2:3][CH2:2]1.[CH3:33][S:34]([NH2:37])(=[O:36])=[O:35].Cl.C(N=C=NCCCN(C)C)C, predict the reaction product. The product is: [CH:1]1([C:4]2[C:5]([O:14][CH2:15][CH:16]3[CH2:21][CH2:20][N:19]([CH2:22][C:23]4[CH:28]=[C:27]([Cl:29])[CH:26]=[C:25]([Cl:30])[C:24]=4[C:31]#[N:32])[CH2:18][CH2:17]3)=[CH:6][C:7]([F:13])=[C:8]([CH:12]=2)[C:9]([NH:37][S:34]([CH3:33])(=[O:36])=[O:35])=[O:10])[CH2:2][CH2:3]1.